From a dataset of Drug-target binding data from BindingDB using IC50 measurements. Regression. Given a target protein amino acid sequence and a drug SMILES string, predict the binding affinity score between them. We predict pIC50 (pIC50 = -log10(IC50 in M); higher means more potent). Dataset: bindingdb_ic50. (1) The target protein (P36639) has sequence MYWSNQITRRLGERVQGFMSGISPQQMGEPEGSWSGKNPGTMGASRLYTLVLVLQPQRVLLGMKKRGFGAGRWNGFGGKVQEGETIEDGARRELQEESGLTVDALHKVGQIVFEFVGEPELMDVHVFCTDSIQGTPVESDEMRPCWFQLDQIPFKDMWPDDSYWFPLLLQKKKFHGYFKFQGQDTILDYTLREVDTV. The pIC50 is 5.6. The compound is c1cc(-c2cnc3[nH]ccc3c2)c2cc[nH]c2n1. (2) The small molecule is COc1ccc(/C=C\c2cc(OC)c(OC)c(OC)c2)cc1OCCn1cccc1. The target protein (Q9H4B7) has sequence MREIVHIQIGQCGNQIGAKFWEMIGEEHGIDLAGSDRGASALQLERISVYYNEAYGRKYVPRAVLVDLEPGTMDSIRSSKLGALFQPDSFVHGNSGAGNNWAKGHYTEGAELIENVLEVVRHESESCDCLQGFQIVHSLGGGTGSGMGTLLMNKIREEYPDRIMNSFSVMPSPKVSDTVVEPYNAVLSIHQLIENADACFCIDNEALYDICFRTLKLTTPTYGDLNHLVSLTMSGITTSLRFPGQLNADLRKLAVNMVPFPRLHFFMPGFAPLTAQGSQQYRALSVAELTQQMFDARNTMAACDLRRGRYLTVACIFRGKMSTKEVDQQLLSVQTRNSSCFVEWIPNNVKVAVCDIPPRGLSMAATFIGNNTAIQEIFNRVSEHFSAMFKRKAFVHWYTSEGMDINEFGEAENNIHDLVSEYQQFQDAKAVLEEDEEVTEEAEMEPEDKGH. The pIC50 is 4.7.